This data is from Reaction yield outcomes from USPTO patents with 853,638 reactions. The task is: Predict the reaction yield, written as a fraction of the theoretical maximum amount of product (1.0 means a 100% yield; for example, 0.34 means a 34% yield). The reactants are [F:1][C:2]1[CH:3]=[CH:4][C:5]([CH3:9])=[C:6]([CH:8]=1)[NH2:7].[CH3:10][C:11](OC(C)=O)=[O:12].CCOC(C)=O. The catalyst is C1(C)C=CC=CC=1. The product is [F:1][C:2]1[CH:3]=[CH:4][C:5]([CH3:9])=[C:6]([NH:7][C:11](=[O:12])[CH3:10])[CH:8]=1. The yield is 0.898.